Predict the reactants needed to synthesize the given product. From a dataset of Full USPTO retrosynthesis dataset with 1.9M reactions from patents (1976-2016). Given the product [C:21]([C:20]1[C:15]([O:1][CH:2]2[CH2:3][CH2:4][N:5]([C:8]([O:10][CH:11]([CH3:13])[CH3:12])=[O:9])[CH2:6][CH2:7]2)=[N:16][CH:17]=[N:18][C:19]=1[N:23]1[C:31]2[C:26](=[CH:27][C:28]([S:32][CH3:33])=[CH:29][CH:30]=2)[CH2:25][CH2:24]1)#[N:22], predict the reactants needed to synthesize it. The reactants are: [OH:1][CH:2]1[CH2:7][CH2:6][N:5]([C:8]([O:10][CH:11]([CH3:13])[CH3:12])=[O:9])[CH2:4][CH2:3]1.Cl[C:15]1[C:20]([C:21]#[N:22])=[C:19]([N:23]2[C:31]3[C:26](=[CH:27][C:28]([S:32][CH3:33])=[CH:29][CH:30]=3)[CH2:25][CH2:24]2)[N:18]=[CH:17][N:16]=1.